This data is from Forward reaction prediction with 1.9M reactions from USPTO patents (1976-2016). The task is: Predict the product of the given reaction. (1) Given the reactants FC(F)(F)C1C=CC(C2C=C(CO)C=CC=2)=NC=1.C[O:20][C:21](=[O:51])[CH2:22][O:23][C:24]1[CH:32]=[CH:31][C:30]([S:33][CH2:34][C:35]2[CH:40]=[CH:39][CH:38]=[C:37]([C:41]3[CH:46]=[CH:45][C:44]([C:47]([F:50])([F:49])[F:48])=[CH:43][N:42]=3)[CH:36]=2)=[C:29]2[C:25]=1[CH2:26][CH2:27][CH2:28]2, predict the reaction product. The product is: [F:50][C:47]([F:48])([F:49])[C:44]1[CH:45]=[CH:46][C:41]([C:37]2[CH:36]=[C:35]([CH:40]=[CH:39][CH:38]=2)[CH2:34][S:33][C:30]2[CH:31]=[CH:32][C:24]([O:23][CH2:22][C:21]([OH:51])=[O:20])=[C:25]3[C:29]=2[CH2:28][CH2:27][CH2:26]3)=[N:42][CH:43]=1. (2) The product is: [F:15][C:2]([F:1])([F:14])[C:3]([N:5]1[CH2:10][CH2:9][NH:8][CH2:7][CH2:6]1)=[O:4]. Given the reactants [F:1][C:2]([F:15])([F:14])[C:3]([N:5]1[CH2:10][CH2:9][N:8](C(O)=O)[CH2:7][CH2:6]1)=[O:4].FC(F)(F)C(O)=O, predict the reaction product. (3) Given the reactants [F:1][C:2]1[CH:10]=[C:9]2[C:5]([C:6]([Sn](CCCC)(CCCC)CCCC)=[N:7][NH:8]2)=[CH:4][CH:3]=1.Br[C:25]1[N:26]=[C:27]2[C:33]([C:34]([NH:36][C:37]([CH3:40])([CH3:39])[CH3:38])=[O:35])=[CH:32][NH:31][C:28]2=[N:29][CH:30]=1.CN(C=O)C, predict the reaction product. The product is: [C:37]([NH:36][C:34]([C:33]1[C:27]2[C:28](=[N:29][CH:30]=[C:25]([C:6]3[C:5]4[C:9](=[CH:10][C:2]([F:1])=[CH:3][CH:4]=4)[NH:8][N:7]=3)[N:26]=2)[NH:31][CH:32]=1)=[O:35])([CH3:40])([CH3:38])[CH3:39]. (4) Given the reactants [Br:1][C:2]1[CH:14]=[CH:13][C:5]([O:6][CH:7]2[CH2:12][CH2:11][CH2:10][CH2:9][O:8]2)=[CH:4][C:3]=1[F:15].[CH:16]([N-]C(C)C)(C)C.[Li+].CI, predict the reaction product. The product is: [Br:1][C:2]1[CH:14]=[CH:13][C:5]([O:6][CH:7]2[CH2:12][CH2:11][CH2:10][CH2:9][O:8]2)=[C:4]([CH3:16])[C:3]=1[F:15]. (5) Given the reactants [CH2:1]([C:3]1[C:14](=[O:15])[N:13]([C:16]2[CH:17]=[C:18]([NH:22][C:23](=[O:29])[O:24][C:25]([CH3:28])([CH3:27])[CH3:26])[CH:19]=[CH:20][CH:21]=2)[C:6]2[N:7]=[C:8]([S:11][CH3:12])[N:9]=[CH:10][C:5]=2[CH:4]=1)[CH3:2].ClC1C=C(C=CC=1)C(OO)=[O:35].C([O-])([O-])=O.[Na+].[Na+], predict the reaction product. The product is: [CH2:1]([C:3]1[C:14](=[O:15])[N:13]([C:16]2[CH:17]=[C:18]([NH:22][C:23](=[O:29])[O:24][C:25]([CH3:28])([CH3:27])[CH3:26])[CH:19]=[CH:20][CH:21]=2)[C:6]2[N:7]=[C:8]([S:11]([CH3:12])=[O:35])[N:9]=[CH:10][C:5]=2[CH:4]=1)[CH3:2]. (6) Given the reactants Cl.[NH:2]([C@H:4]1[CH2:9][CH2:8][C@H:7]([C:10]([O:12][CH2:13][CH3:14])=[O:11])[C@H:6]([CH3:15])[CH2:5]1)[NH2:3].CCN(C(C)C)C(C)C.CN(/[CH:28]=[C:29](/[C:40](=O)[C:41]([F:44])([F:43])[F:42])\[C:30]([O:32][CH2:33][C:34]1[CH:39]=[CH:38][CH:37]=[CH:36][CH:35]=1)=[O:31])C.CCOC(C)=O.CCCCCC, predict the reaction product. The product is: [CH2:13]([O:12][C:10]([C@H:7]1[CH2:8][CH2:9][C@H:4]([N:2]2[C:40]([C:41]([F:44])([F:42])[F:43])=[C:29]([C:30]([O:32][CH2:33][C:34]3[CH:35]=[CH:36][CH:37]=[CH:38][CH:39]=3)=[O:31])[CH:28]=[N:3]2)[CH2:5][C@H:6]1[CH3:15])=[O:11])[CH3:14]. (7) Given the reactants [C:1]([O:5][C:6]([N:8]1[CH2:13][CH2:12][C:11]([OH:22])([C:14]2[CH:19]=[C:18]([F:20])[CH:17]=[CH:16][C:15]=2[SH:21])[CH2:10][CH2:9]1)=[O:7])([CH3:4])([CH3:3])[CH3:2].I[C:24]1[CH:29]=[CH:28][CH:27]=[CH:26][C:25]=1[CH3:30], predict the reaction product. The product is: [C:1]([O:5][C:6]([N:8]1[CH2:9][CH2:10][C:11]([C:14]2[CH:19]=[C:18]([F:20])[CH:17]=[CH:16][C:15]=2[S:21][C:24]2[CH:29]=[CH:28][CH:27]=[CH:26][C:25]=2[CH3:30])([OH:22])[CH2:12][CH2:13]1)=[O:7])([CH3:4])([CH3:2])[CH3:3]. (8) Given the reactants Cl.[CH3:2][C:3]1[C:11]2[C:6](=[CH:7][CH:8]=[CH:9][CH:10]=2)[NH:5][C:4]=1[C:12]1[CH:13]=[N:14][CH:15]=[CH:16][CH:17]=1.C[Si]([N-][Si](C)(C)C)(C)C.[K+].[C:28]([C:30]1[CH:31]=[C:32]([CH:36]=[CH:37][CH:38]=1)[C:33](Cl)=[O:34])#[N:29], predict the reaction product. The product is: [NH4+:5].[OH-:34].[CH3:2][C:3]1[C:11]2[C:6](=[CH:7][CH:8]=[CH:9][CH:10]=2)[N:5]([C:33]([C:32]2[CH:31]=[C:30]([CH:38]=[CH:37][CH:36]=2)[C:28]#[N:29])=[O:34])[C:4]=1[C:12]1[CH:13]=[N:14][CH:15]=[CH:16][CH:17]=1. (9) Given the reactants [OH-].[Na+:2].[CH2:3]([CH:5]([CH2:9][CH2:10][CH2:11][CH3:12])[C:6]([OH:8])=[O:7])[CH3:4], predict the reaction product. The product is: [CH2:3]([CH:5]([CH2:9][CH2:10][CH2:11][CH3:12])[C:6]([O-:8])=[O:7])[CH3:4].[Na+:2]. (10) Given the reactants [CH2:1]([OH:19])[CH2:2][CH2:3][CH2:4][CH2:5][CH2:6][CH2:7][CH2:8]/[CH:9]=[CH:10]\[CH2:11][CH2:12][CH2:13][CH2:14][CH2:15][CH2:16][CH2:17][CH3:18].C(N(CC)CC)C.[CH3:27][S:28](Cl)(=[O:30])=[O:29], predict the reaction product. The product is: [CH3:27][S:28]([O:19][CH2:1][CH2:2][CH2:3][CH2:4][CH2:5][CH2:6][CH2:7][CH2:8]/[CH:9]=[CH:10]\[CH2:11][CH2:12][CH2:13][CH2:14][CH2:15][CH2:16][CH2:17][CH3:18])(=[O:30])=[O:29].